From a dataset of Catalyst prediction with 721,799 reactions and 888 catalyst types from USPTO. Predict which catalyst facilitates the given reaction. (1) Reactant: [Cl:1][C:2]1[C:7]2[O:8][C:9]3[CH2:14][CH2:13][NH:12][CH:11]([CH2:15][F:16])[C:10]=3[C:6]=2[CH:5]=[C:4]([S:17]([C:20]2[CH:25]=[CH:24][CH:23]=[CH:22][CH:21]=2)(=[O:19])=[O:18])[CH:3]=1.Cl. Product: [ClH:1].[Cl:1][C:2]1[C:7]2[O:8][C:9]3[CH2:14][CH2:13][NH:12][CH:11]([CH2:15][F:16])[C:10]=3[C:6]=2[CH:5]=[C:4]([S:17]([C:20]2[CH:25]=[CH:24][CH:23]=[CH:22][CH:21]=2)(=[O:18])=[O:19])[CH:3]=1. The catalyst class is: 5. (2) The catalyst class is: 4. Product: [N:26]1([C:23]2[CH:24]=[CH:25][C:2]([NH:1][C:40]([C:42]3[CH:43]=[C:44]([CH:49]=[CH:50][CH:51]=3)[C:45]([O:47][CH3:48])=[O:46])=[O:41])=[C:3]([C:4](=[O:5])[NH:6][C:7]3[CH:11]=[CH:10][N:9]([C:12]4[CH:17]=[CH:16][CH:15]=[C:14]([C:18]([F:20])([F:21])[F:19])[CH:13]=4)[N:8]=3)[CH:22]=2)[CH2:31][CH2:30][CH2:29][CH2:28][CH2:27]1. Reactant: [NH2:1][C:2]1[CH:25]=[CH:24][C:23]([N:26]2[CH2:31][CH2:30][CH2:29][CH2:28][CH2:27]2)=[CH:22][C:3]=1[C:4]([NH:6][C:7]1[CH:11]=[CH:10][N:9]([C:12]2[CH:17]=[CH:16][CH:15]=[C:14]([C:18]([F:21])([F:20])[F:19])[CH:13]=2)[N:8]=1)=[O:5].C(N(CC)CC)C.Cl[C:40]([C:42]1[CH:43]=[C:44]([CH:49]=[CH:50][CH:51]=1)[C:45]([O:47][CH3:48])=[O:46])=[O:41]. (3) Product: [Cl:1][C:2]1[CH:3]=[C:4]([C:8]2[S:9][C:10]([CH3:23])=[C:11]([CH3:22])[C:12]=2[C:13]([C:15]2[CH:16]=[N:17][CH:18]=[CH:19][CH:20]=2)=[O:14])[CH:5]=[CH:6][CH:7]=1. Reactant: [Cl:1][C:2]1[CH:3]=[C:4]([C:8]2[S:9][CH:10]([CH3:23])[C:11]([CH3:22])(O)[C:12]=2[C:13]([C:15]2[CH:16]=[N:17][CH:18]=[CH:19][CH:20]=2)=[O:14])[CH:5]=[CH:6][CH:7]=1.C(OC(=O)C)(=O)C. The catalyst class is: 11.